Dataset: Reaction yield outcomes from USPTO patents with 853,638 reactions. Task: Predict the reaction yield, written as a fraction of the theoretical maximum amount of product (1.0 means a 100% yield; for example, 0.34 means a 34% yield). (1) The reactants are [CH3:1][O:2][C:3]1[CH:4]=[C:5]([CH:7]=[CH:8][C:9]=1[CH3:10])[NH2:6].[Br-:11].[Br-].[Br-].C([N+](CCCC)(CCCC)CCCC)CCC.C([N+](CCCC)(CCCC)CCCC)CCC.C([N+](CCCC)(CCCC)CCCC)CCC.C([O-])(O)=O.[Na+]. The catalyst is ClCCl. The product is [Br:11][C:7]1[CH:8]=[C:9]([CH3:10])[C:3]([O:2][CH3:1])=[CH:4][C:5]=1[NH2:6]. The yield is 0.850. (2) The reactants are [CH3:1][C:2]1[S:6][C:5]([C:7]([OH:9])=O)=[CH:4][C:3]=1[C:10]1[N:14]([CH3:15])[N:13]=[CH:12][C:11]=1[CH2:16][CH2:17][CH3:18].[NH2:19][C@@H:20]([CH2:33][C:34]1[CH:39]=[CH:38][CH:37]=[CH:36][C:35]=1[C:40]([F:43])([F:42])[F:41])[CH2:21][N:22]1[C:30](=[O:31])[C:29]2[C:24](=[CH:25][CH:26]=[CH:27][CH:28]=2)[C:23]1=[O:32].C(N(C(C)C)CC)(C)C.F[P-](F)(F)(F)(F)F.Br[P+](N1CCCC1)(N1CCCC1)N1CCCC1. The catalyst is C(Cl)Cl. The product is [O:31]=[C:30]1[C:29]2[C:24](=[CH:25][CH:26]=[CH:27][CH:28]=2)[C:23](=[O:32])[N:22]1[CH2:21][C@@H:20]([NH:19][C:7]([C:5]1[S:6][C:2]([CH3:1])=[C:3]([C:10]2[N:14]([CH3:15])[N:13]=[CH:12][C:11]=2[CH2:16][CH2:17][CH3:18])[CH:4]=1)=[O:9])[CH2:33][C:34]1[CH:39]=[CH:38][CH:37]=[CH:36][C:35]=1[C:40]([F:42])([F:41])[F:43]. The yield is 0.600. (3) The catalyst is C(O)C. The yield is 0.800. The product is [Br:1][C:2]1[CH:3]=[C:4]([C:8]([O:13][CH2:15][CH3:16])=[O:20])[N:5]([CH3:7])[CH:6]=1. The reactants are [Br:1][C:2]1[CH:3]=[C:4]([C:8](=[O:13])C(Cl)(Cl)Cl)[N:5]([CH3:7])[CH:6]=1.[O-][CH2:15][CH3:16].[Na+].C([OH:20])C. (4) The reactants are [OH:1][C:2]1([CH2:15][CH:16]=O)[CH2:14][CH2:13][C:5]2([O:10][CH2:9][C:8]([CH3:12])([CH3:11])[CH2:7][O:6]2)[CH2:4][CH2:3]1.[Cl:18][C:19]1[CH:24]=[CH:23][C:22]([C@@H:25]([NH2:27])[CH3:26])=[CH:21][CH:20]=1. No catalyst specified. The product is [Cl:18][C:19]1[CH:24]=[CH:23][C:22]([C@@H:25]([NH:27][CH2:16][CH2:15][C:2]2([OH:1])[CH2:3][CH2:4][C:5]3([O:10][CH2:9][C:8]([CH3:12])([CH3:11])[CH2:7][O:6]3)[CH2:13][CH2:14]2)[CH3:26])=[CH:21][CH:20]=1. The yield is 0.630. (5) The reactants are [C:1]([N:5]1[C:13]2[C:8](=[CH:9][C:10]([N+:14]([O-])=O)=[CH:11][CH:12]=2)[CH:7]=[CH:6]1)([CH3:4])([CH3:3])[CH3:2]. The catalyst is CO.[Ni]. The product is [C:1]([N:5]1[C:13]2[C:8](=[CH:9][C:10]([NH2:14])=[CH:11][CH:12]=2)[CH:7]=[CH:6]1)([CH3:4])([CH3:2])[CH3:3]. The yield is 0.450. (6) The reactants are [Br:1][C:2]1[CH:10]=[C:9]2[C:5]([CH2:6][C:7]3([CH2:16][CH2:15][CH:14]([O:17][CH3:18])[CH2:13][CH2:12]3)[C:8]2=[NH:11])=[CH:4][CH:3]=1.O=[C:20]([CH3:24])[C:21](=[S:23])[NH2:22]. The catalyst is CO. The product is [Br:1][C:2]1[CH:10]=[C:9]2[C:5]([CH2:6][C:7]3([C:8]42[NH:22][C:21](=[S:23])[C:20]([CH3:24])=[N:11]4)[CH2:16][CH2:15][CH:14]([O:17][CH3:18])[CH2:13][CH2:12]3)=[CH:4][CH:3]=1. The yield is 0.640. (7) The reactants are [C@:1]12([CH2:11][S:12]([OH:15])(=[O:14])=[O:13])[C:8]([CH3:10])([CH3:9])[CH:5]([CH2:6][CH2:7]1)[CH2:4][C:2]2=[O:3].[Br:16][C:17]1[CH:35]=[N:34][C:20]2[N:21]=[C:22]([N:28]3[CH2:31][CH:30]([NH:32][CH3:33])[CH2:29]3)[C:23]3[N:24]([CH:25]=[N:26][N:27]=3)[C:19]=2[CH:18]=1. The catalyst is C(O)C. The product is [C@:1]12([CH2:11][S:12]([OH:15])(=[O:13])=[O:14])[C:8]([CH3:10])([CH3:9])[CH:5]([CH2:6][CH2:7]1)[CH2:4][C:2]2=[O:3].[Br:16][C:17]1[CH:35]=[N:34][C:20]2[N:21]=[C:22]([N:28]3[CH2:31][CH:30]([NH:32][CH3:33])[CH2:29]3)[C:23]3[N:24]([CH:25]=[N:26][N:27]=3)[C:19]=2[CH:18]=1. The yield is 0.460.